Task: Predict which catalyst facilitates the given reaction.. Dataset: Catalyst prediction with 721,799 reactions and 888 catalyst types from USPTO Reactant: C([O:3][C:4](=[O:32])[CH2:5][NH:6][C:7](=[O:31])[CH:8]([NH:21][C:22](=[O:30])[C:23]1[CH:28]=[CH:27][C:26]([Cl:29])=[CH:25][CH:24]=1)[CH2:9][C:10]1[C:19]2[C:14](=[CH:15][CH:16]=[CH:17][CH:18]=2)[NH:13][C:12](=[O:20])[CH:11]=1)C.FC(F)(F)C(O)=O.O. Product: [Cl:29][C:26]1[CH:25]=[CH:24][C:23]([C:22]([NH:21][CH:8]([CH2:9][C:10]2[C:19]3[C:14](=[CH:15][CH:16]=[CH:17][CH:18]=3)[NH:13][C:12](=[O:20])[CH:11]=2)[C:7]([NH:6][CH2:5][C:4]([OH:32])=[O:3])=[O:31])=[O:30])=[CH:28][CH:27]=1. The catalyst class is: 9.